Regression. Given a peptide amino acid sequence and an MHC pseudo amino acid sequence, predict their binding affinity value. This is MHC class II binding data. From a dataset of Peptide-MHC class II binding affinity with 134,281 pairs from IEDB. The peptide sequence is EKKYFAATQFKPLAA. The binding affinity (normalized) is 0.786. The MHC is DRB1_0701 with pseudo-sequence DRB1_0701.